Dataset: Catalyst prediction with 721,799 reactions and 888 catalyst types from USPTO. Task: Predict which catalyst facilitates the given reaction. Reactant: [N:1]1([C:8]([O:10][C:11]([CH3:14])([CH3:13])[CH3:12])=[O:9])[CH2:7][CH2:6][CH2:5][NH:4][CH2:3][CH2:2]1.Br[C:16]1[CH:21]=[CH:20][C:19]([Br:22])=[CH:18][N:17]=1.C(=O)([O-])[O-].[K+].[K+]. Product: [Br:22][C:19]1[CH:20]=[CH:21][C:16]([N:4]2[CH2:5][CH2:6][CH2:7][N:1]([C:8]([O:10][C:11]([CH3:14])([CH3:13])[CH3:12])=[O:9])[CH2:2][CH2:3]2)=[N:17][CH:18]=1. The catalyst class is: 148.